Dataset: Forward reaction prediction with 1.9M reactions from USPTO patents (1976-2016). Task: Predict the product of the given reaction. (1) Given the reactants [S:1]1[CH:5]=[CH:4][CH:3]=[C:2]1[C:6]1[O:10][N:9]=[C:8]([C:11]([OH:13])=O)[CH:7]=1.[CH3:14][O:15][C:16]1[CH:25]=[C:24]2[C:19]([N:20]=[CH:21][C:22]([O:26][CH2:27][CH2:28][N:29]3[CH2:34][CH2:33][CH:32]([NH2:35])[CH2:31][CH2:30]3)=[N:23]2)=[CH:18][CH:17]=1, predict the reaction product. The product is: [CH3:14][O:15][C:16]1[CH:25]=[C:24]2[C:19]([N:20]=[CH:21][C:22]([O:26][CH2:27][CH2:28][N:29]3[CH2:30][CH2:31][CH:32]([NH:35][C:11]([C:8]4[CH:7]=[C:6]([C:2]5[S:1][CH:5]=[CH:4][CH:3]=5)[O:10][N:9]=4)=[O:13])[CH2:33][CH2:34]3)=[N:23]2)=[CH:18][CH:17]=1. (2) The product is: [F:1][C:2]1[CH:3]=[C:4]2[C:8](=[CH:9][CH:10]=1)[N:7]([CH2:11][C:12]([OH:14])=[O:13])[C:6]([CH3:16])=[C:5]2[CH2:17][C:18]1[CH:23]=[CH:22][C:21](=[O:24])[N:20]([CH2:25][C:26]2[CH:27]=[CH:28][C:29]([F:32])=[CH:30][CH:31]=2)[CH:19]=1. Given the reactants [F:1][C:2]1[CH:3]=[C:4]2[C:8](=[CH:9][CH:10]=1)[N:7]([CH2:11][C:12]([O:14]C)=[O:13])[C:6]([CH3:16])=[C:5]2[CH2:17][C:18]1[CH:23]=[CH:22][C:21](=[O:24])[N:20]([CH2:25][C:26]2[CH:31]=[CH:30][C:29]([F:32])=[CH:28][CH:27]=2)[CH:19]=1.O.[OH-].[Li+], predict the reaction product. (3) Given the reactants [C:1]([O:5][C:6](=[O:20])[NH:7][C:8]1[C:17]2[C:12](=[CH:13][CH:14]=[CH:15][CH:16]=2)[C:11]([C:18]#N)=[CH:10][CH:9]=1)([CH3:4])([CH3:3])[CH3:2].C([O:25][C:26](=O)[NH:27][C:28]1C2C(=CC=CC=2)C(C=O)=CC=1)(C)(C)C.C1(C)C(S([N+]#[C-])(=O)=O)=CC=CC=1.C(=O)([O-])[O-].[K+].[K+], predict the reaction product. The product is: [C:1]([O:5][C:6](=[O:20])[NH:7][C:8]1[C:17]2[C:12](=[CH:13][CH:14]=[CH:15][CH:16]=2)[C:11]([C:18]2[O:25][CH:26]=[N:27][CH:28]=2)=[CH:10][CH:9]=1)([CH3:4])([CH3:3])[CH3:2]. (4) Given the reactants [NH2:1][C:2]1[N:6]([C:7]2[CH:8]=[C:9]([CH:16]=[CH:17][C:18]=2[CH3:19])[C:10]([NH:12][CH:13]2[CH2:15][CH2:14]2)=[O:11])[N:5]=[CH:4][C:3]=1[C:20](=O)[C:21]1[CH:26]=[CH:25][CH:24]=[CH:23][CH:22]=1.[CH:28]([NH2:30])=O.C(O)(=O)C, predict the reaction product. The product is: [CH:13]1([NH:12][C:10](=[O:11])[C:9]2[CH:16]=[CH:17][C:18]([CH3:19])=[C:7]([N:6]3[C:2]4=[N:1][CH:28]=[N:30][C:20]([C:21]5[CH:26]=[CH:25][CH:24]=[CH:23][CH:22]=5)=[C:3]4[CH:4]=[N:5]3)[CH:8]=2)[CH2:15][CH2:14]1.